Dataset: Peptide-MHC class I binding affinity with 185,985 pairs from IEDB/IMGT. Task: Regression. Given a peptide amino acid sequence and an MHC pseudo amino acid sequence, predict their binding affinity value. This is MHC class I binding data. The peptide sequence is RRHPMRLRK. The MHC is HLA-B48:01 with pseudo-sequence HLA-B48:01. The binding affinity (normalized) is 0.0847.